From a dataset of Full USPTO retrosynthesis dataset with 1.9M reactions from patents (1976-2016). Predict the reactants needed to synthesize the given product. (1) Given the product [CH3:32][O:31][C:28]1[CH:29]=[CH:30][C:25]([CH2:24][N:23]([CH2:33][C:34]2[CH:39]=[CH:38][C:37]([O:40][CH3:41])=[CH:36][CH:35]=2)[C:20]2[N:19]=[CH:18][C:17]([C:16]3[C:11]4[CH2:10][CH2:9][N:8]([C:5]5[CH:4]=[CH:3][C:2]([N:52]([CH3:53])[CH2:51][CH2:50][N:49]([CH3:54])[CH3:48])=[N:7][CH:6]=5)[C:12]=4[N:13]=[C:14]([N:42]4[CH2:47][CH2:46][O:45][CH2:44][CH2:43]4)[N:15]=3)=[CH:22][N:21]=2)=[CH:26][CH:27]=1, predict the reactants needed to synthesize it. The reactants are: Cl[C:2]1[N:7]=[CH:6][C:5]([N:8]2[C:12]3[N:13]=[C:14]([N:42]4[CH2:47][CH2:46][O:45][CH2:44][CH2:43]4)[N:15]=[C:16]([C:17]4[CH:18]=[N:19][C:20]([N:23]([CH2:33][C:34]5[CH:39]=[CH:38][C:37]([O:40][CH3:41])=[CH:36][CH:35]=5)[CH2:24][C:25]5[CH:30]=[CH:29][C:28]([O:31][CH3:32])=[CH:27][CH:26]=5)=[N:21][CH:22]=4)[C:11]=3[CH2:10][CH2:9]2)=[CH:4][CH:3]=1.[CH3:48][N:49]([CH3:54])[CH2:50][CH2:51][NH:52][CH3:53].C(Cl)(Cl)Cl.CC(C)([O-])C.[Na+].C(N1CCN2CCN(CC(C)C)P1N(CC(C)C)CC2)C(C)C. (2) The reactants are: [Cl:1][C:2]1[CH:3]=[C:4]([C:13]([NH:15][CH2:16][CH:17]2[CH2:22][CH2:21][NH:20][CH2:19][CH2:18]2)=[O:14])[C:5](=[O:12])[N:6]([CH:9]([CH3:11])[CH3:10])[C:7]=1[CH3:8].[O:23]1[C:25]2([CH2:30][CH2:29][CH2:28][CH2:27][CH2:26]2)[CH2:24]1. Given the product [Cl:1][C:2]1[CH:3]=[C:4]([C:13]([NH:15][CH2:16][CH:17]2[CH2:22][CH2:21][N:20]([CH2:24][C:25]3([OH:23])[CH2:30][CH2:29][CH2:28][CH2:27][CH2:26]3)[CH2:19][CH2:18]2)=[O:14])[C:5](=[O:12])[N:6]([CH:9]([CH3:10])[CH3:11])[C:7]=1[CH3:8], predict the reactants needed to synthesize it.